Dataset: Forward reaction prediction with 1.9M reactions from USPTO patents (1976-2016). Task: Predict the product of the given reaction. (1) The product is: [CH2:1]([O:8][C:9]1[CH:10]=[C:11]2[C:15](=[CH:16][CH:17]=1)[NH:14][CH2:13][CH2:12]2)[C:2]1[CH:3]=[CH:4][CH:5]=[CH:6][CH:7]=1. Given the reactants [CH2:1]([O:8][C:9]1[CH:10]=[C:11]2[C:15](=[CH:16][CH:17]=1)[NH:14][CH:13]=[CH:12]2)[C:2]1[CH:7]=[CH:6][CH:5]=[CH:4][CH:3]=1.[BH3-]C#N.[Na+].O.[OH-].[K+], predict the reaction product. (2) The product is: [Si:1]([O:8][CH2:9][CH2:10][CH:11]([O:15][C:16]1[CH:17]=[N:18][CH:19]=[C:20]([F:40])[CH:21]=1)[C:12]([NH:68][NH:67][C:50]1[CH:51]=[C:52]([C:54]2[CH:59]=[CH:58][N:57]=[C:56]([NH:60][C:61]3[N:62]([CH3:66])[N:63]=[CH:64][CH:65]=3)[N:55]=2)[CH:53]=[C:48]([F:47])[N:49]=1)=[O:14])([C:4]([CH3:5])([CH3:6])[CH3:7])([CH3:2])[CH3:3]. Given the reactants [Si:1]([O:8][CH2:9][CH2:10][CH:11]([O:15][C:16]1[CH:17]=[N:18][CH:19]=[C:20](Cl)[CH:21]=1)[C:12]([OH:14])=O)([C:4]([CH3:7])([CH3:6])[CH3:5])([CH3:3])[CH3:2].CN(C(ON1N=NC2C=CC=NC1=2)=[N+](C)C)C.[F:40][P-](F)(F)(F)(F)F.[F:47][C:48]1[CH:53]=[C:52]([C:54]2[CH:59]=[CH:58][N:57]=[C:56]([NH:60][C:61]3[N:62]([CH3:66])[N:63]=[CH:64][CH:65]=3)[N:55]=2)[CH:51]=[C:50]([NH:67][NH2:68])[N:49]=1.CCN(C(C)C)C(C)C, predict the reaction product. (3) Given the reactants I[C:2]1[C:10]2[C:5](=[N:6][CH:7]=[N:8][C:9]=2[NH2:11])[N:4]([CH:12]2[CH2:16][CH2:15][N:14]([CH2:17][CH2:18][O:19][CH3:20])[CH2:13]2)[N:3]=1.CC1(C)C(C)(C)OB([C:29]2[CH:34]=[CH:33][C:32]([NH:35][C:36]3[O:37][C:38]4[CH:44]=[CH:43][C:42]([CH2:45][CH3:46])=[CH:41][C:39]=4[N:40]=3)=[CH:31][CH:30]=2)[O:23]1.NC1N=CN=C2N([C@H]3CC[C@@H](N4CCN(C)CC4)CC3)N=C(C3C=CC(NC4OC5C=CC=CC=5N=4)=C(F)C=3)C=12, predict the reaction product. The product is: [C:18]([OH:19])(=[O:23])[CH3:17].[NH2:11][C:9]1[N:8]=[CH:7][N:6]=[C:5]2[N:4]([CH:12]3[CH2:16][CH2:15][N:14]([CH2:17][CH2:18][O:19][CH3:20])[CH2:13]3)[N:3]=[C:2]([C:29]3[CH:34]=[CH:33][C:32]([NH:35][C:36]4[O:37][C:38]5[CH:44]=[CH:43][C:42]([CH2:45][CH3:46])=[CH:41][C:39]=5[N:40]=4)=[CH:31][CH:30]=3)[C:10]=12. (4) Given the reactants [C:1]1([S:7]([CH2:10][C:11]2[CH:12]=[C:13]([CH:18]=[CH:19][C:20]=2[N+:21]([O-:23])=[O:22])[O:14][CH2:15][CH2:16][OH:17])(=[O:9])=[O:8])[CH:6]=[CH:5][CH:4]=[CH:3][CH:2]=1.[C:24]1([CH3:34])[CH:29]=[CH:28][C:27]([S:30](Cl)(=[O:32])=[O:31])=[CH:26][CH:25]=1.C(N(CC)CC)C, predict the reaction product. The product is: [C:1]1([S:7]([CH2:10][C:11]2[CH:12]=[C:13]([CH:18]=[CH:19][C:20]=2[N+:21]([O-:23])=[O:22])[O:14][CH2:15][CH2:16][O:17][S:30]([C:27]2[CH:28]=[CH:29][C:24]([CH3:34])=[CH:25][CH:26]=2)(=[O:32])=[O:31])(=[O:8])=[O:9])[CH:2]=[CH:3][CH:4]=[CH:5][CH:6]=1. (5) Given the reactants [NH2:1][CH2:2][C:3]1[CH:4]=[C:5]2[C:9](=[CH:10][CH:11]=1)[C:8](=[O:12])[N:7]([CH:13]1[CH2:18][CH2:17][C:16](=[O:19])[NH:15][C:14]1=[O:20])[CH2:6]2.[Cl:21][C:22]1[CH:27]=[CH:26][C:25]([C:28]([F:31])([F:30])[F:29])=[CH:24][C:23]=1[N:32]=[C:33]=[O:34].Cl, predict the reaction product. The product is: [Cl:21][C:22]1[CH:27]=[CH:26][C:25]([C:28]([F:31])([F:30])[F:29])=[CH:24][C:23]=1[NH:32][C:33]([NH:1][CH2:2][C:3]1[CH:4]=[C:5]2[C:9](=[CH:10][CH:11]=1)[C:8](=[O:12])[N:7]([CH:13]1[CH2:18][CH2:17][C:16](=[O:19])[NH:15][C:14]1=[O:20])[CH2:6]2)=[O:34]. (6) Given the reactants C(OC(=O)[N:10]([CH2:34][C:35]([CH3:41])([CH3:40])[CH2:36][CH2:37][C:38]#[N:39])[CH2:11][C@H:12]([OH:33])[C@H:13]([NH:21][C:22]([O:24][C@@H:25]1[C@H:32]2[C@H:28]([O:29][CH2:30][CH2:31]2)[O:27][CH2:26]1)=[O:23])[CH2:14][C:15]1[CH:20]=[CH:19][CH:18]=[CH:17][CH:16]=1)C1C=CC=CC=1.[H][H], predict the reaction product. The product is: [O:27]1[C@H:28]2[O:29][CH2:30][CH2:31][C@H:32]2[C@@H:25]([O:24][C:22](=[O:23])[NH:21][C@@H:13]([CH2:14][C:15]2[CH:16]=[CH:17][CH:18]=[CH:19][CH:20]=2)[C@H:12]([OH:33])[CH2:11][NH:10][CH2:34][C:35]([CH3:40])([CH3:41])[CH2:36][CH2:37][C:38]#[N:39])[CH2:26]1. (7) Given the reactants [F:1][CH:2]1[CH2:6][N:5]([C:7]([O:9][C:10]([CH3:13])([CH3:12])[CH3:11])=[O:8])[CH:4]([C:14](OC)=[O:15])[C:3]1([CH3:19])[CH3:18].[H-].[H-].[H-].[H-].[Li+].[Al+3], predict the reaction product. The product is: [C:10]([O:9][C:7]([N:5]1[CH2:6][CH:2]([F:1])[C:3]([CH3:19])([CH3:18])[CH:4]1[CH2:14][OH:15])=[O:8])([CH3:13])([CH3:12])[CH3:11]. (8) Given the reactants CCN(C(C)C)C(C)C.[F:10][C:11]1[CH:12]=[C:13]([CH:17]=[CH:18][C:19]=1[F:20])[C:14]([OH:16])=O.CN(C(ON1N=NC2C=CC=CC1=2)=[N+](C)C)C.[B-](F)(F)(F)F.[CH3:43][C@@H:44]([CH2:54][CH3:55])[C@H:45]([NH:52][CH3:53])[CH2:46][N:47]1[CH2:50][CH:49]([OH:51])[CH2:48]1, predict the reaction product. The product is: [F:10][C:11]1[CH:12]=[C:13]([CH:17]=[CH:18][C:19]=1[F:20])[C:14]([N:52]([C@@H:45]([C@@H:44]([CH3:43])[CH2:54][CH3:55])[CH2:46][N:47]1[CH2:48][CH:49]([OH:51])[CH2:50]1)[CH3:53])=[O:16]. (9) Given the reactants C([O-])([O-])=O.[Na+].[Na+].[N+:7]([C:10]1[CH:15]=[CH:14][C:13](B(O)O)=[CH:12][CH:11]=1)([O-:9])=[O:8].FC(F)(F)S(O[C:25]1[CH2:30][CH2:29][N:28]([C:31]([O:33][C:34]([CH3:37])([CH3:36])[CH3:35])=[O:32])[CH2:27][CH:26]=1)(=O)=O.[Li+].[Cl-], predict the reaction product. The product is: [N+:7]([C:10]1[CH:15]=[CH:14][C:13]([C:25]2[CH2:30][CH2:29][N:28]([C:31]([O:33][C:34]([CH3:37])([CH3:36])[CH3:35])=[O:32])[CH2:27][CH:26]=2)=[CH:12][CH:11]=1)([O-:9])=[O:8]. (10) Given the reactants [Br:1][C:2]1[N:11]2[C:5]([CH2:6][NH:7][CH2:8][C:9]3[CH:15]=[C:14]([Cl:16])[CH:13]=[CH:12][C:10]=32)=[N:4][N:3]=1.C=O.[C:19]([BH3-])#N.[Na+], predict the reaction product. The product is: [Br:1][C:2]1[N:11]2[C:5]([CH2:6][N:7]([CH3:19])[CH2:8][C:9]3[CH:15]=[C:14]([Cl:16])[CH:13]=[CH:12][C:10]=32)=[N:4][N:3]=1.